The task is: Predict the reaction yield, written as a fraction of the theoretical maximum amount of product (1.0 means a 100% yield; for example, 0.34 means a 34% yield).. This data is from Reaction yield outcomes from USPTO patents with 853,638 reactions. (1) The reactants are [F:1][C:2]1[CH:7]=[CH:6][C:5]([C:8]2[N:12]([CH3:13])[N:11]=[CH:10][C:9]=2/[CH:14]=[CH:15]/[C:16]([NH:18][C:19]2[CH:24]=[CH:23][C:22]([CH2:25][C:26]([O:28]CC)=[O:27])=[CH:21][CH:20]=2)=[O:17])=[CH:4][CH:3]=1.[OH-].[Na+].O1CCCC1.Cl. The catalyst is O.C(O)C. The product is [F:1][C:2]1[CH:7]=[CH:6][C:5]([C:8]2[N:12]([CH3:13])[N:11]=[CH:10][C:9]=2/[CH:14]=[CH:15]/[C:16]([NH:18][C:19]2[CH:20]=[CH:21][C:22]([CH2:25][C:26]([OH:28])=[O:27])=[CH:23][CH:24]=2)=[O:17])=[CH:4][CH:3]=1. The yield is 0.910. (2) The reactants are [Br:1][C:2]1[CH:3]=[C:4]([OH:9])[C:5]([OH:8])=[CH:6][CH:7]=1.CO[C:12](OC)([CH3:14])[CH3:13]. The catalyst is O.C1(C)C=CC(S(O)(=O)=O)=CC=1.C1C=CC=CC=1. The product is [Br:1][C:2]1[CH:7]=[CH:6][C:5]2[O:8][C:12]([CH3:14])([CH3:13])[O:9][C:4]=2[CH:3]=1. The yield is 0.630.